From a dataset of Full USPTO retrosynthesis dataset with 1.9M reactions from patents (1976-2016). Predict the reactants needed to synthesize the given product. (1) Given the product [C:1]([O:5][C:6](=[O:14])[NH:7][C@@H:8]1[CH2:12][O:11][N:10]([CH2:24][CH2:25][OH:26])[C:9]1=[O:13])([CH3:4])([CH3:2])[CH3:3], predict the reactants needed to synthesize it. The reactants are: [C:1]([O:5][C:6](=[O:14])[NH:7][CH:8]1[CH2:12][O:11][NH:10][C:9]1=[O:13])([CH3:4])([CH3:3])[CH3:2].C(=O)([O-])[O-].[K+].[K+].[I-].[K+].Br[CH2:24][CH2:25][OH:26]. (2) Given the product [CH2:22]([O:16][C:15](=[O:17])[CH2:14][C:9]1[C:10]([CH3:13])=[N:11][O:12][C:8]=1[C:5]1[CH:4]=[CH:3][C:2]([Br:1])=[CH:7][CH:6]=1)[CH3:23], predict the reactants needed to synthesize it. The reactants are: [Br:1][C:2]1[CH:7]=[CH:6][C:5]([C:8]2[O:12][N:11]=[C:10]([CH3:13])[C:9]=2[CH2:14][C:15]([OH:17])=[O:16])=[CH:4][CH:3]=1.S(Cl)(Cl)=O.[CH3:22][CH2:23]O. (3) Given the product [CH:1]1([C:4]2[NH:8][N:7]=[C:6]([N:9]3[C:10]4=[N:11][C:12]([NH:19][C@H:20]([C:22]5[CH:27]=[CH:26][C:25]([F:28])=[CH:24][N:23]=5)[CH3:21])=[CH:13][CH:14]=[C:15]4[N:16]=[CH:29]3)[CH:5]=2)[CH2:3][CH2:2]1, predict the reactants needed to synthesize it. The reactants are: [CH:1]1([C:4]2[NH:8][N:7]=[C:6]([NH:9][C:10]3[C:15]([N+:16]([O-])=O)=[CH:14][CH:13]=[C:12]([NH:19][C@H:20]([C:22]4[CH:27]=[CH:26][C:25]([F:28])=[CH:24][N:23]=4)[CH3:21])[N:11]=3)[CH:5]=2)[CH2:3][CH2:2]1.[CH2:29](O)C.C(O)(=O)C.C(N)=N.C(OCC)(=O)C. (4) Given the product [C:1]([O:5][C:6](=[O:7])[NH:8][C:9]1[CH:14]=[N:13][C:12]([O:15][C:16]2[CH:21]=[C:20]([O:22][CH2:23][CH2:24][O:25][CH3:26])[CH:19]=[CH:18][C:17]=2/[CH:27]=[CH:28]/[C:29](=[O:30])[NH:66][S:63]([CH2:58][CH2:59][CH2:60][CH2:61][CH3:62])(=[O:65])=[O:64])=[C:11]([CH3:32])[CH:10]=1)([CH3:2])([CH3:3])[CH3:4], predict the reactants needed to synthesize it. The reactants are: [C:1]([O:5][C:6]([NH:8][C:9]1[CH:10]=[C:11]([CH3:32])[C:12]([O:15][C:16]2[CH:21]=[C:20]([O:22][CH2:23][CH2:24][O:25][CH3:26])[CH:19]=[CH:18][C:17]=2/[CH:27]=[CH:28]/[C:29](O)=[O:30])=[N:13][CH:14]=1)=[O:7])([CH3:4])([CH3:3])[CH3:2].CC1C=CC=C([N+]([O-])=O)C=1C(OC(=O)C1C([N+]([O-])=O)=CC=CC=1C)=O.[CH2:58]([S:63]([NH2:66])(=[O:65])=[O:64])[CH2:59][CH2:60][CH2:61][CH3:62].[Cl-].[NH4+]. (5) Given the product [NH2:1][C:2]1[N:3]=[C:4]([NH:25][CH2:24][C:23]2[CH:26]=[CH:27][C:20]([Br:19])=[CH:21][CH:22]=2)[C:5]([C:13]#[N:14])=[C:6]([C:8]2[O:9][CH:10]=[CH:11][CH:12]=2)[N:7]=1, predict the reactants needed to synthesize it. The reactants are: [NH2:1][C:2]1[N:7]=[C:6]([C:8]2[O:9][CH:10]=[CH:11][CH:12]=2)[C:5]([C:13]#[N:14])=[C:4](S(C)=O)[N:3]=1.Cl.[Br:19][C:20]1[CH:27]=[CH:26][C:23]([CH2:24][NH2:25])=[CH:22][CH:21]=1.C1CCN2C(=NCCC2)CC1. (6) Given the product [OH:4][CH2:3][CH2:2]/[CH:1]=[CH:13]/[C:14]([O:16][CH2:17][CH3:18])=[O:15], predict the reactants needed to synthesize it. The reactants are: [CH2:1](O)[CH2:2][CH2:3][OH:4].C1(P(C2C=CC=CC=2)(C2C=CC=CC=2)=[CH:13][C:14]([O:16][CH2:17][CH3:18])=[O:15])C=CC=CC=1. (7) Given the product [C:1]([C:4]1[C:22](=[O:23])[C@@:8]2([CH3:24])[C:9]3[C:15]([OH:16])=[CH:14][C:13]([O:17][CH3:18])=[C:12]([C:19]([NH:21][CH2:29][C:28]4[CH:31]=[CH:32][CH:33]=[C:34]([F:35])[C:27]=4[F:26])=[O:20])[C:10]=3[O:11][C:7]2=[CH:6][C:5]=1[OH:25])(=[O:3])[CH3:2], predict the reactants needed to synthesize it. The reactants are: [C:1]([C:4]1[C:22](=[O:23])[C@@:8]2([CH3:24])[C:9]3[C:15]([OH:16])=[CH:14][C:13]([O:17][CH3:18])=[C:12]([C:19]([NH2:21])=[O:20])[C:10]=3[O:11][C:7]2=[CH:6][C:5]=1[OH:25])(=[O:3])[CH3:2].[F:26][C:27]1[C:34]([F:35])=[CH:33][CH:32]=[CH:31][C:28]=1[CH:29]=O.C([SiH](CC)CC)C.FC(F)(F)C(O)=O.